Dataset: Catalyst prediction with 721,799 reactions and 888 catalyst types from USPTO. Task: Predict which catalyst facilitates the given reaction. (1) Reactant: C([Li])CCC.[CH3:6][Si:7]([CH3:18])([CH3:17])[CH2:8][CH2:9][O:10][CH2:11][N:12]1[CH:16]=[CH:15][N:14]=[CH:13]1.CN([CH:22]=[O:23])C.[Cl-].[NH4+]. Product: [CH3:6][Si:7]([CH3:18])([CH3:17])[CH2:8][CH2:9][O:10][CH2:11][N:12]1[CH:16]=[CH:15][N:14]=[C:13]1[CH:22]=[O:23]. The catalyst class is: 1. (2) Reactant: [NH2:1][C:2]1[CH:3]=[C:4]([C:9]2[N:10]=[C:11]3[C:17]4[CH:18]=[CH:19][CH:20]=[CH:21][C:16]=4[NH:15][C:14]4[N:22]=[CH:23][CH:24]=[CH:25][C:13]=4[N:12]3[C:26]=2[C:27]2[CH:32]=[CH:31][C:30]([C:33]3([NH:37]C(=O)OC(C)(C)C)[CH2:36][CH2:35][CH2:34]3)=[CH:29][CH:28]=2)[CH:5]=[CH:6][C:7]=1[CH3:8].[ClH:45].O1CCOCC1. Product: [ClH:45].[ClH:45].[ClH:45].[ClH:45].[NH2:37][C:33]1([C:30]2[CH:29]=[CH:28][C:27]([C:26]3[N:12]4[C:13]5[CH:25]=[CH:24][CH:23]=[N:22][C:14]=5[NH:15][C:16]5[CH:21]=[CH:20][CH:19]=[CH:18][C:17]=5[C:11]4=[N:10][C:9]=3[C:4]3[CH:5]=[CH:6][C:7]([CH3:8])=[C:2]([CH:3]=3)[NH2:1])=[CH:32][CH:31]=2)[CH2:34][CH2:35][CH2:36]1. The catalyst class is: 2. (3) The catalyst class is: 81. Product: [F:10][C:7]1[CH:8]=[CH:9][C:4]([N:1]2[CH:11]([N:14]3[CH2:19][CH2:18][CH2:17][CH2:16][CH2:15]3)[CH:12]([CH3:13])[N:3]=[N:2]2)=[CH:5][CH:6]=1. Reactant: [N:1]([C:4]1[CH:9]=[CH:8][C:7]([F:10])=[CH:6][CH:5]=1)=[N+:2]=[N-:3].[CH:11]([N:14]1[CH2:19][CH2:18][CH2:17][CH2:16][CH2:15]1)=[CH:12][CH3:13]. (4) Reactant: [O:1]=[S:2]1(=[O:32])[C:6]2[CH:7]=[CH:8][C:9]([C:11]3[CH:12]=[C:13]([C:17]4[N:18]=[C:19]([CH:29]([CH3:31])[CH3:30])[NH:20][C:21]=4[C:22]4[CH:27]=[CH:26][CH:25]=[C:24]([CH3:28])[N:23]=4)[CH:14]=[CH:15][CH:16]=3)=[CH:10][C:5]=2[CH:4]=[CH:3]1. Product: [O:32]=[S:2]1(=[O:1])[C:6]2[CH:7]=[CH:8][C:9]([C:11]3[CH:12]=[C:13]([C:17]4[N:18]=[C:19]([CH:29]([CH3:30])[CH3:31])[NH:20][C:21]=4[C:22]4[CH:27]=[CH:26][CH:25]=[C:24]([CH3:28])[N:23]=4)[CH:14]=[CH:15][CH:16]=3)=[CH:10][C:5]=2[CH2:4][CH2:3]1. The catalyst class is: 349. (5) Reactant: C1(S)C=CC=CC=1.C[O:9][C:10]1[CH:15]=[C:14]([N:16]2[CH:20]=[CH:19][CH:18]=[N:17]2)[CH:13]=[CH:12][C:11]=1[C:21]1[N:26]=[N:25][C:24]([N:27]([CH3:38])[CH:28]2[CH2:33][C:32]([CH3:35])([CH3:34])[NH:31][C:30]([CH3:37])([CH3:36])[CH2:29]2)=[CH:23][CH:22]=1.C([O-])([O-])=O.[K+].[K+]. Product: [CH3:38][N:27]([CH:28]1[CH2:33][C:32]([CH3:35])([CH3:34])[NH:31][C:30]([CH3:37])([CH3:36])[CH2:29]1)[C:24]1[N:25]=[N:26][C:21]([C:11]2[CH:12]=[CH:13][C:14]([N:16]3[CH:20]=[CH:19][CH:18]=[N:17]3)=[CH:15][C:10]=2[OH:9])=[CH:22][CH:23]=1. The catalyst class is: 37.